This data is from Peptide-MHC class I binding affinity with 185,985 pairs from IEDB/IMGT. The task is: Regression. Given a peptide amino acid sequence and an MHC pseudo amino acid sequence, predict their binding affinity value. This is MHC class I binding data. (1) The peptide sequence is GPEGPLGQL. The MHC is HLA-A11:01 with pseudo-sequence HLA-A11:01. The binding affinity (normalized) is 0.213. (2) The peptide sequence is PLILAYFPVFRFL. The MHC is HLA-A32:01 with pseudo-sequence HLA-A32:01. The binding affinity (normalized) is 0.0586. (3) The peptide sequence is AMPKTIYEL. The MHC is HLA-A26:01 with pseudo-sequence HLA-A26:01. The binding affinity (normalized) is 0.0847. (4) The peptide sequence is SVSESNIDL. The MHC is HLA-A02:01 with pseudo-sequence HLA-A02:01. The binding affinity (normalized) is 0.414. (5) The peptide sequence is SLLLENKSL. The MHC is HLA-A02:06 with pseudo-sequence HLA-A02:06. The binding affinity (normalized) is 0.120. (6) The peptide sequence is GTYKRVTEK. The MHC is HLA-A23:01 with pseudo-sequence HLA-A23:01. The binding affinity (normalized) is 0.213. (7) The peptide sequence is HENKNATWCL. The MHC is HLA-B44:03 with pseudo-sequence HLA-B44:03. The binding affinity (normalized) is 0.109. (8) The peptide sequence is VMANNVKKK. The MHC is HLA-A03:01 with pseudo-sequence HLA-A03:01. The binding affinity (normalized) is 0.680. (9) The peptide sequence is MYPFIFFIV. The MHC is HLA-B53:01 with pseudo-sequence HLA-B53:01. The binding affinity (normalized) is 0.213. (10) The peptide sequence is DYDQRDYGF. The MHC is HLA-B58:01 with pseudo-sequence HLA-B58:01. The binding affinity (normalized) is 0.0847.